This data is from NCI-60 drug combinations with 297,098 pairs across 59 cell lines. The task is: Regression. Given two drug SMILES strings and cell line genomic features, predict the synergy score measuring deviation from expected non-interaction effect. (1) Drug 1: CC1C(C(=O)NC(C(=O)N2CCCC2C(=O)N(CC(=O)N(C(C(=O)O1)C(C)C)C)C)C(C)C)NC(=O)C3=C4C(=C(C=C3)C)OC5=C(C(=O)C(=C(C5=N4)C(=O)NC6C(OC(=O)C(N(C(=O)CN(C(=O)C7CCCN7C(=O)C(NC6=O)C(C)C)C)C)C(C)C)C)N)C. Drug 2: C1C(C(OC1N2C=NC3=C(N=C(N=C32)Cl)N)CO)O. Cell line: OVCAR-4. Synergy scores: CSS=6.92, Synergy_ZIP=-2.57, Synergy_Bliss=-1.41, Synergy_Loewe=-1.46, Synergy_HSA=-1.06. (2) Drug 1: C1CNP(=O)(OC1)N(CCCl)CCCl. Drug 2: COCCOC1=C(C=C2C(=C1)C(=NC=N2)NC3=CC=CC(=C3)C#C)OCCOC.Cl. Cell line: HS 578T. Synergy scores: CSS=-0.916, Synergy_ZIP=1.39, Synergy_Bliss=0.647, Synergy_Loewe=-0.638, Synergy_HSA=-1.83. (3) Drug 1: C1CC(=O)NC(=O)C1N2C(=O)C3=CC=CC=C3C2=O. Drug 2: C1CNP(=O)(OC1)N(CCCl)CCCl. Cell line: SK-MEL-2. Synergy scores: CSS=-3.96, Synergy_ZIP=0.686, Synergy_Bliss=-1.31, Synergy_Loewe=-4.89, Synergy_HSA=-5.41. (4) Drug 1: CCC1=C2CN3C(=CC4=C(C3=O)COC(=O)C4(CC)O)C2=NC5=C1C=C(C=C5)O. Drug 2: C1=CC=C(C=C1)NC(=O)CCCCCCC(=O)NO. Cell line: UACC62. Synergy scores: CSS=65.6, Synergy_ZIP=-4.76, Synergy_Bliss=-4.30, Synergy_Loewe=-0.854, Synergy_HSA=2.34. (5) Drug 1: C1=CC(=CC=C1CC(C(=O)O)N)N(CCCl)CCCl.Cl. Drug 2: C1C(C(OC1N2C=NC3=C(N=C(N=C32)Cl)N)CO)O. Cell line: SF-268. Synergy scores: CSS=14.3, Synergy_ZIP=-1.91, Synergy_Bliss=3.72, Synergy_Loewe=-2.98, Synergy_HSA=-1.12. (6) Drug 1: C1=NC2=C(N=C(N=C2N1C3C(C(C(O3)CO)O)O)F)N. Drug 2: CC1CCC2CC(C(=CC=CC=CC(CC(C(=O)C(C(C(=CC(C(=O)CC(OC(=O)C3CCCCN3C(=O)C(=O)C1(O2)O)C(C)CC4CCC(C(C4)OC)OCCO)C)C)O)OC)C)C)C)OC. Cell line: OVCAR-5. Synergy scores: CSS=14.1, Synergy_ZIP=-3.27, Synergy_Bliss=0.304, Synergy_Loewe=-24.7, Synergy_HSA=-0.769. (7) Drug 1: CC1OCC2C(O1)C(C(C(O2)OC3C4COC(=O)C4C(C5=CC6=C(C=C35)OCO6)C7=CC(=C(C(=C7)OC)O)OC)O)O. Drug 2: CC1=C(C(=O)C2=C(C1=O)N3CC4C(C3(C2COC(=O)N)OC)N4)N. Cell line: HL-60(TB). Synergy scores: CSS=79.9, Synergy_ZIP=1.32, Synergy_Bliss=1.16, Synergy_Loewe=1.16, Synergy_HSA=3.36.